From a dataset of Forward reaction prediction with 1.9M reactions from USPTO patents (1976-2016). Predict the product of the given reaction. (1) Given the reactants [Br:1][C:2]1[CH:3]=[C:4]([CH2:7][NH:8][CH3:9])[S:5][CH:6]=1.[C:18](O[C:18]([O:20][C:21]([CH3:24])([CH3:23])[CH3:22])=[O:19])([O:20][C:21]([CH3:24])([CH3:23])[CH3:22])=[O:19].O, predict the reaction product. The product is: [Br:1][C:2]1[CH:3]=[C:4]([CH2:7][N:8]([CH3:9])[C:18](=[O:19])[O:20][C:21]([CH3:22])([CH3:23])[CH3:24])[S:5][CH:6]=1. (2) Given the reactants [OH:1][NH:2][C:3](=[NH:20])[C:4]1[CH:12]=[CH:11][CH:10]=[C:9]2[C:5]=1[CH:6]=[CH:7][N:8]2[CH2:13][CH2:14][C:15]([O:17]CC)=[O:16].[Cl:21][C:22]1[CH:23]=[C:24]([C:32](O)=O)[CH:25]=[N:26][C:27]=1[O:28][CH:29]([CH3:31])[CH3:30].C1C=CC2N(O)N=NC=2C=1.CCN=C=NCCCN(C)C, predict the reaction product. The product is: [Cl:21][C:22]1[CH:23]=[C:24]([C:32]2[O:1][N:2]=[C:3]([C:4]3[CH:12]=[CH:11][CH:10]=[C:9]4[C:5]=3[CH:6]=[CH:7][N:8]4[CH2:13][CH2:14][C:15]([OH:17])=[O:16])[N:20]=2)[CH:25]=[N:26][C:27]=1[O:28][CH:29]([CH3:30])[CH3:31].